From a dataset of NCI-60 drug combinations with 297,098 pairs across 59 cell lines. Regression. Given two drug SMILES strings and cell line genomic features, predict the synergy score measuring deviation from expected non-interaction effect. (1) Drug 1: COC1=CC(=CC(=C1O)OC)C2C3C(COC3=O)C(C4=CC5=C(C=C24)OCO5)OC6C(C(C7C(O6)COC(O7)C8=CC=CS8)O)O. Drug 2: CCCCCOC(=O)NC1=NC(=O)N(C=C1F)C2C(C(C(O2)C)O)O. Cell line: UO-31. Synergy scores: CSS=13.8, Synergy_ZIP=-5.81, Synergy_Bliss=-2.84, Synergy_Loewe=-4.50, Synergy_HSA=-0.299. (2) Drug 1: CC12CCC3C(C1CCC2=O)CC(=C)C4=CC(=O)C=CC34C. Drug 2: C1CN(P(=O)(OC1)NCCCl)CCCl. Cell line: PC-3. Synergy scores: CSS=45.4, Synergy_ZIP=0.776, Synergy_Bliss=2.14, Synergy_Loewe=-17.1, Synergy_HSA=2.32. (3) Drug 1: C1=CN(C(=O)N=C1N)C2C(C(C(O2)CO)O)O.Cl. Drug 2: CS(=O)(=O)OCCCCOS(=O)(=O)C. Cell line: SK-MEL-5. Synergy scores: CSS=28.8, Synergy_ZIP=-9.21, Synergy_Bliss=-2.17, Synergy_Loewe=-28.1, Synergy_HSA=-0.0102. (4) Drug 1: CC(CN1CC(=O)NC(=O)C1)N2CC(=O)NC(=O)C2. Drug 2: C1=C(C(=O)NC(=O)N1)N(CCCl)CCCl. Cell line: SW-620. Synergy scores: CSS=46.1, Synergy_ZIP=-10.3, Synergy_Bliss=-3.69, Synergy_Loewe=-3.86, Synergy_HSA=-0.0485.